From a dataset of Full USPTO retrosynthesis dataset with 1.9M reactions from patents (1976-2016). Predict the reactants needed to synthesize the given product. Given the product [F:1][C:2]([F:7])([F:6])[C:3]([OH:5])=[O:4].[CH3:8][CH:9]1[CH2:14][CH2:13][CH2:12][CH2:11][N:10]1[CH2:15][CH2:16][CH2:17][NH:18][C:19]1[C:24]([C:25]2[N:30]=[CH:29][N:28]=[C:27]([O:31][C:32]3[C:37]4[N:38]=[C:39]([NH:41][C:52](=[O:54])[CH3:53])[S:40][C:36]=4[CH:35]=[CH:34][CH:33]=3)[CH:26]=2)=[CH:23][CH:22]=[C:21]([C:42]([F:45])([F:43])[F:44])[N:20]=1, predict the reactants needed to synthesize it. The reactants are: [F:1][C:2]([F:7])([F:6])[C:3]([OH:5])=[O:4].[CH3:8][CH:9]1[CH2:14][CH2:13][CH2:12][CH2:11][N:10]1[CH2:15][CH2:16][CH2:17][NH:18][C:19]1[C:24]([C:25]2[N:30]=[CH:29][N:28]=[C:27]([O:31][C:32]3[C:37]4[N:38]=[C:39]([NH2:41])[S:40][C:36]=4[CH:35]=[CH:34][CH:33]=3)[CH:26]=2)=[CH:23][CH:22]=[C:21]([C:42]([F:45])([F:44])[F:43])[N:20]=1.C(=O)([O-])[O-].[K+].[K+].[C:52](OC(=O)C)(=[O:54])[CH3:53].